Predict which catalyst facilitates the given reaction. From a dataset of Catalyst prediction with 721,799 reactions and 888 catalyst types from USPTO. (1) Reactant: [Cl:1][C:2]1[S:6][C:5]([C:7]([NH:9][CH2:10][C:11]2[N:12]=[N:13][N:14]([C:16]3[CH:21]=[CH:20][C:19](I)=[CH:18][CH:17]=3)[CH:15]=2)=[O:8])=[CH:4][CH:3]=1.[CH2:23]([C:25]([NH:27][CH3:28])=[O:26])[CH3:24].CNCCNC.C(=O)([O-])[O-].[Cs+].[Cs+]. Product: [Cl:1][C:2]1[S:6][C:5]([C:7]([NH:9][CH2:10][C:11]2[N:12]=[N:13][N:14]([C:16]3[CH:21]=[CH:20][C:19]([N:27]([CH3:28])[C:25](=[O:26])[CH2:23][CH3:24])=[CH:18][CH:17]=3)[CH:15]=2)=[O:8])=[CH:4][CH:3]=1. The catalyst class is: 185. (2) Reactant: Br[CH2:2][CH2:3][CH:4]=[C:5]1[C:15]2[C:10](=[N:11][CH:12]=[CH:13][CH:14]=2)[O:9][C:8]2[CH:16]=[CH:17][CH:18]=[C:19]([OH:20])[C:7]=2[CH2:6]1.[F:21][C:22]1[CH:27]=[CH:26][C:25]([C:28]2([OH:34])[CH2:33][CH2:32][NH:31][CH2:30][CH2:29]2)=[CH:24][CH:23]=1.C(N(CC)CC)C. Product: [F:21][C:22]1[CH:27]=[CH:26][C:25]([C:28]2([OH:34])[CH2:29][CH2:30][N:31]([CH2:2][CH2:3][CH:4]=[C:5]3[C:15]4[C:10](=[N:11][CH:12]=[CH:13][CH:14]=4)[O:9][C:8]4[CH:16]=[CH:17][CH:18]=[C:19]([OH:20])[C:7]=4[CH2:6]3)[CH2:32][CH2:33]2)=[CH:24][CH:23]=1. The catalyst class is: 3. (3) Reactant: [Cl:1][C:2]1[C:3](=[O:24])[N:4]([CH2:11][CH2:12][CH2:13][C:14]2[CH:23]=[CH:22][C:17]([C:18]([O:20][CH3:21])=[O:19])=[CH:16][CH:15]=2)[C:5]([CH2:9][OH:10])=[C:6]([Cl:8])[CH:7]=1. Product: [Cl:1][C:2]1[C:3](=[O:24])[N:4]([CH2:11][CH2:12][CH2:13][C:14]2[CH:23]=[CH:22][C:17]([C:18]([O:20][CH3:21])=[O:19])=[CH:16][CH:15]=2)[C:5]([CH:9]=[O:10])=[C:6]([Cl:8])[CH:7]=1. The catalyst class is: 485. (4) Reactant: [Cl:1][C:2]1[N:7]=[CH:6][N:5]=[C:4]([N:8]2[C:12](=[O:13])[C:11]([C:14]3[CH:15]=[N:16][CH:17]=[CH:18][CH:19]=3)=[CH:10][NH:9]2)[CH:3]=1.[N:20]1([CH:25]2[CH2:30][CH2:29][NH:28][CH2:27][CH2:26]2)[CH2:24][CH2:23][CH2:22][CH2:21]1. Product: [ClH:1].[ClH:1].[N:16]1[CH:17]=[CH:18][CH:19]=[C:14]([C:11]2[C:12](=[O:13])[N:8]([C:4]3[CH:3]=[C:2]([N:28]4[CH2:29][CH2:30][CH:25]([N:20]5[CH2:24][CH2:23][CH2:22][CH2:21]5)[CH2:26][CH2:27]4)[N:7]=[CH:6][N:5]=3)[NH:9][CH:10]=2)[CH:15]=1. The catalyst class is: 1. (5) The catalyst class is: 10. Reactant: [CH:1]([N:4](CC)C(C)C)(C)[CH3:2].BrCC#N.[N:14]([C:17]1[CH:43]=[CH:42][C:20]([CH2:21][O:22][C:23]([NH:25][CH2:26][CH2:27][CH2:28][CH2:29][C@H:30]([NH:34][C:35]([O:37][C:38]([CH3:41])([CH3:40])[CH3:39])=[O:36])[C:31]([OH:33])=[O:32])=[O:24])=[CH:19][CH:18]=1)=[N+:15]=[N-:16]. Product: [N:14]([C:17]1[CH:43]=[CH:42][C:20]([CH2:21][O:22][C:23]([NH:25][CH2:26][CH2:27][CH2:28][CH2:29][C@H:30]([NH:34][C:35]([O:37][C:38]([CH3:39])([CH3:40])[CH3:41])=[O:36])[C:31]([O:33][CH2:2][C:1]#[N:4])=[O:32])=[O:24])=[CH:19][CH:18]=1)=[N+:15]=[N-:16]. (6) Reactant: [Cr](Cl)([O-])(=O)=O.[NH+]1C=CC=CC=1.[O:12]1[C:16]2[CH:17]=[CH:18][C:19]([C:21]([CH3:25])([CH3:24])[CH2:22][OH:23])=[CH:20][C:15]=2[O:14][CH2:13]1. Product: [O:12]1[C:16]2[CH:17]=[CH:18][C:19]([C:21]([CH3:25])([CH3:24])[CH:22]=[O:23])=[CH:20][C:15]=2[O:14][CH2:13]1. The catalyst class is: 2.